This data is from Full USPTO retrosynthesis dataset with 1.9M reactions from patents (1976-2016). The task is: Predict the reactants needed to synthesize the given product. Given the product [Cl:28][C:12]1[C:13]2[N:14]=[CH:15][C:6]([O:5][CH2:4][CH:1]3[CH2:3][CH2:2]3)=[CH:7][C:8]=2[N:9]=[CH:10][N:11]=1, predict the reactants needed to synthesize it. The reactants are: [CH:1]1([CH2:4][O:5][C:6]2[CH:15]=[N:14][C:13]3[C:12](=O)[N:11]=[CH:10][NH:9][C:8]=3[CH:7]=2)[CH2:3][CH2:2]1.C(N(C(C)C)CC)(C)C.P(Cl)(Cl)([Cl:28])=O.